Dataset: Reaction yield outcomes from USPTO patents with 853,638 reactions. Task: Predict the reaction yield, written as a fraction of the theoretical maximum amount of product (1.0 means a 100% yield; for example, 0.34 means a 34% yield). (1) The catalyst is CO.C(OCC)(=O)C.[Pd]. The reactants are [N+:1]([C:4]1[CH:5]=[N:6][CH:7]=[CH:8][C:9]=1[C:10]1[CH2:11][CH2:12][CH:13]2[O:17][C:16](=[O:18])[N:15]([C:19]([O:21][C:22]([CH3:25])([CH3:24])[CH3:23])=[O:20])[CH:14]2[CH:26]=1)([O-])=O. The product is [NH2:1][C:4]1[CH:5]=[N:6][CH:7]=[CH:8][C:9]=1[CH:10]1[CH2:26][CH:14]2[N:15]([C:19]([O:21][C:22]([CH3:24])([CH3:23])[CH3:25])=[O:20])[C:16](=[O:18])[O:17][CH:13]2[CH2:12][CH2:11]1. The yield is 0.870. (2) The reactants are [O:1]1[CH2:6][CH2:5][N:4]([CH:7]([C:10]2[CH:11]=[N:12][CH:13]=[N:14][CH:15]=2)[C:8]#[N:9])[CH2:3][CH2:2]1.C(O)([C:18](F)([F:20])[F:19])=O.O(C(C)(C)C)O.C([O-])(O)=O.[Na+]. The catalyst is C(Cl)Cl.O. The product is [F:19][CH:18]([F:20])[C:13]1[N:12]=[CH:11][C:10]([CH:7]([N:4]2[CH2:5][CH2:6][O:1][CH2:2][CH2:3]2)[C:8]#[N:9])=[CH:15][N:14]=1. The yield is 0.117. (3) The reactants are C1(C(C2C=CC=CC=2)[N:8]2[CH2:11][CH:10]([OH:12])[CH2:9]2)C=CC=CC=1.[H][H].[F:21][C:22]1[CH:27]=[CH:26][C:25]([F:28])=[CH:24][C:23]=1[CH:29]([S:40]([C:43]1[CH:48]=[CH:47][C:46]([F:49])=[CH:45][CH:44]=1)(=[O:42])=[O:41])[C:30]1[C:31]([CH3:39])=[CH:32][C:33]([C:36]([OH:38])=O)=[N:34][CH:35]=1.ON1C2C=CC=CC=2N=N1.Cl.C(N=C=NCCCN(C)C)C.CN1CCOCC1. The catalyst is C(O)C.[C].[Pd]. The product is [F:21][C:22]1[CH:27]=[CH:26][C:25]([F:28])=[CH:24][C:23]=1[CH:29]([S:40]([C:43]1[CH:44]=[CH:45][C:46]([F:49])=[CH:47][CH:48]=1)(=[O:41])=[O:42])[C:30]1[C:31]([CH3:39])=[CH:32][C:33]([C:36]([N:8]2[CH2:11][CH:10]([OH:12])[CH2:9]2)=[O:38])=[N:34][CH:35]=1. The yield is 0.560.